From a dataset of Forward reaction prediction with 1.9M reactions from USPTO patents (1976-2016). Predict the product of the given reaction. (1) Given the reactants [Cl:1][C:2]1[CH:11]=[C:10]([NH:12][CH:13]([CH3:15])[CH3:14])[C:5]([C:6]([NH:8][NH2:9])=[O:7])=[CH:4][N:3]=1.C1N=CN([C:21](N2C=NC=C2)=[O:22])C=1, predict the reaction product. The product is: [Cl:1][C:2]1[N:3]=[CH:4][C:5]([C:6]2[O:7][C:21](=[O:22])[NH:9][N:8]=2)=[C:10]([NH:12][CH:13]([CH3:15])[CH3:14])[CH:11]=1. (2) Given the reactants I[C:2]1[CH:7]=[CH:6][N:5]=[CH:4][CH:3]=1.[C:8]([C:11]1[N:16]=[CH:15][C:14]([C:17]2[CH:18]=[N:19][C:20]([C:23]#[N:24])=[CH:21][CH:22]=2)=[CH:13][CH:12]=1)(=[O:10])[CH3:9], predict the reaction product. The product is: [OH:10][C:8]([C:11]1[N:16]=[CH:15][C:14]([C:17]2[CH:18]=[N:19][C:20]([C:23]#[N:24])=[CH:21][CH:22]=2)=[CH:13][CH:12]=1)([C:2]1[CH:7]=[CH:6][N:5]=[CH:4][CH:3]=1)[CH3:9]. (3) Given the reactants C(OC([NH:8][S:9]([N:12]([C:18]1[C:22]([CH3:23])=[C:21]([C:24]2[CH:29]=[CH:28][CH:27]=[C:26]([N+:30]([O-:32])=[O:31])[CH:25]=2)[S:20][CH:19]=1)[CH2:13][C:14]([O:16][CH3:17])=[O:15])(=[O:11])=[O:10])=O)(C)(C)C.C(O)(C(F)(F)F)=O, predict the reaction product. The product is: [CH3:23][C:22]1[C:18]([N:12]([S:9](=[O:11])(=[O:10])[NH2:8])[CH2:13][C:14]([O:16][CH3:17])=[O:15])=[CH:19][S:20][C:21]=1[C:24]1[CH:29]=[CH:28][CH:27]=[C:26]([N+:30]([O-:32])=[O:31])[CH:25]=1. (4) Given the reactants [N:1]([CH2:4][CH:5]([OH:15])[CH2:6][O:7][CH2:8][C:9]1[CH:14]=[CH:13][CH:12]=[CH:11][CH:10]=1)=[N+:2]=[N-:3].C(N(C(C)C)C(C)C)C.C(O)(=O)C.[C:29]([O:33][C:34]([CH3:37])([CH3:36])[CH3:35])(=[O:32])[C:30]#[CH:31], predict the reaction product. The product is: [CH2:8]([O:7][CH2:6][CH:5]([OH:15])[CH2:4][N:1]1[CH:31]=[C:30]([C:29]([O:33][C:34]([CH3:37])([CH3:36])[CH3:35])=[O:32])[N:3]=[N:2]1)[C:9]1[CH:14]=[CH:13][CH:12]=[CH:11][CH:10]=1.